This data is from Full USPTO retrosynthesis dataset with 1.9M reactions from patents (1976-2016). The task is: Predict the reactants needed to synthesize the given product. (1) Given the product [CH3:38][N:44]([CH3:43])[C@H:32]1[C@H:33]([OH:35])[CH2:34][C@@H:30]([CH:28]=[O:29])[CH2:31]1, predict the reactants needed to synthesize it. The reactants are: C1(C)C=CC=CC=1OC1C=CC=CC=1[C@]([C@@H]1CCCN([C:28]([C@@H:30]2[CH2:34][C@@H:33]([OH:35])[C@H:32](N)[CH2:31]2)=[O:29])C1)(O)CCCCOC.[CH2:38]=O.[OH-].[K+].[BH3-][C:43]#[N:44].[Na+]. (2) Given the product [CH2:11]([O:10][C:7]1[CH:8]=[CH:9][C:4]([NH2:1])=[CH:5][CH:6]=1)[C:12]#[CH:13], predict the reactants needed to synthesize it. The reactants are: [N+:1]([C:4]1[CH:9]=[CH:8][C:7]([O:10][CH2:11][C:12]#[CH:13])=[CH:6][CH:5]=1)([O-])=O. (3) The reactants are: [NH2:1][C:2]1[CH:7]=[CH:6][C:5]([OH:8])=[CH:4][CH:3]=1.C(N(CC)CC)C.[Cl:16][C:17]1[N:22]=[C:21](Cl)[CH:20]=[CH:19][N:18]=1.N1C=CN=C1.[Si:29](Cl)([C:32]([CH3:35])([CH3:34])[CH3:33])([CH3:31])[CH3:30]. Given the product [Si:29]([O:8][C:5]1[CH:6]=[CH:7][C:2]([NH:1][C:19]2[CH:20]=[CH:21][N:22]=[C:17]([Cl:16])[N:18]=2)=[CH:3][CH:4]=1)([C:32]([CH3:35])([CH3:34])[CH3:33])([CH3:31])[CH3:30], predict the reactants needed to synthesize it.